This data is from Full USPTO retrosynthesis dataset with 1.9M reactions from patents (1976-2016). The task is: Predict the reactants needed to synthesize the given product. (1) Given the product [Cl:1][C:2]1[CH:3]=[C:4]([N:9]2[C:13](=[O:14])[C@@:12]3([C@H:15]([C:16]4[CH:17]=[CH:18][C:19]([C:20]#[N:21])=[CH:22][CH:23]=4)[CH2:33][NH:32][CH2:31]3)[N:11]([CH3:24])[C:10]2=[O:25])[CH:5]=[C:6]([Cl:8])[CH:7]=1, predict the reactants needed to synthesize it. The reactants are: [Cl:1][C:2]1[CH:3]=[C:4]([N:9]2[C:13](=[O:14])/[C:12](=[CH:15]\[C:16]3[CH:23]=[CH:22][C:19]([C:20]#[N:21])=[CH:18][CH:17]=3)/[N:11]([CH3:24])[C:10]2=[O:25])[CH:5]=[C:6]([Cl:8])[CH:7]=1.NCC(O)=O.[CH2:31]1N2CN3CN(C2)[CH2:33][N:32]1C3.C(N)CN.C1(C)C=CC(C([C@](C(O)=O)(O)[C@](C(C2C=CC(C)=CC=2)=O)(O)C(O)=O)=O)=CC=1. (2) Given the product [Cl:40][C:41]1[CH:50]=[CH:49][C:44](/[CH:45]=[CH:46]/[CH2:47][N:13]2[CH2:14][CH2:15][CH:11]([CH:5]3[C:4]4[C:8](=[CH:9][CH:10]=[C:2]([F:1])[CH:3]=4)[NH:7][CH2:6]3)[CH2:12]2)=[CH:43][CH:42]=1, predict the reactants needed to synthesize it. The reactants are: [F:1][C:2]1[CH:3]=[C:4]2[C:8](=[CH:9][CH:10]=1)[NH:7][CH:6]=[C:5]2[CH:11]1[CH2:15][CH2:14][NH:13][CH2:12]1.C([SiH](CC)CC)C.[OH-].[Na+].FC1C=C2C(=CC=1)NCC2C1CCNC1.[Cl:40][C:41]1[CH:50]=[CH:49][C:44]([CH:45]=[CH:46][CH2:47]Cl)=[CH:43][CH:42]=1.C(N(C(C)C)CC)(C)C.